Predict the product of the given reaction. From a dataset of Forward reaction prediction with 1.9M reactions from USPTO patents (1976-2016). Given the reactants C([C:3]1[C:7]([C:8]([OH:10])=[O:9])=[C:6]([NH2:11])[N:5]([C:12]2[CH:17]=[CH:16][CH:15]=[C:14](Cl)[N:13]=2)[N:4]=1)C.[OH:19][C:20]1[CH:25]=[CH:24][CH:23]=[CH:22][C:21]=1B(O)O.C(=O)([O-])[O-].[Na+].[Na+].[C:35](#N)[CH3:36], predict the reaction product. The product is: [NH2:11][C:6]1[N:5]([C:12]2[CH:17]=[CH:16][CH:15]=[C:14]([C:21]3[CH:22]=[CH:23][CH:24]=[CH:25][C:20]=3[OH:19])[N:13]=2)[N:4]=[CH:3][C:7]=1[C:8]([O:10][CH2:35][CH3:36])=[O:9].